Dataset: Reaction yield outcomes from USPTO patents with 853,638 reactions. Task: Predict the reaction yield, written as a fraction of the theoretical maximum amount of product (1.0 means a 100% yield; for example, 0.34 means a 34% yield). (1) The reactants are [CH:1]1([C:4]2[N:8]([C:9]3[N:17]=[C:16]4[C:12]([N:13]=[C:14]([CH:19]=[O:20])[N:15]4[CH3:18])=[C:11]([N:21]4[CH2:26][CH2:25][O:24][CH2:23][CH2:22]4)[N:10]=3)[C:7]3[CH:27]=[CH:28][CH:29]=[CH:30][C:6]=3[N:5]=2)[CH2:3][CH2:2]1.[OH-:31].[Na+]. The catalyst is CCO.O.[N+]([O-])([O-])=O.[Ag+]. The product is [CH:1]1([C:4]2[N:8]([C:9]3[N:17]=[C:16]4[C:12]([N:13]=[C:14]([C:19]([OH:31])=[O:20])[N:15]4[CH3:18])=[C:11]([N:21]4[CH2:26][CH2:25][O:24][CH2:23][CH2:22]4)[N:10]=3)[C:7]3[CH:27]=[CH:28][CH:29]=[CH:30][C:6]=3[N:5]=2)[CH2:3][CH2:2]1. The yield is 0.550. (2) The reactants are [OH:1][N:2]=[C:3]([NH2:11])[C:4]1[CH:9]=[CH:8][CH:7]=[CH:6][C:5]=1[CH3:10].[C:12](O)(=O)[CH2:13][CH2:14][C:15]#[CH:16].C1C=CC2N(O)N=NC=2C=1.CCN=C=NCCCN(C)C.Cl. The catalyst is O1CCOCC1. The product is [CH2:15]([C:16]1[O:1][N:2]=[C:3]([C:4]2[CH:9]=[CH:8][CH:7]=[CH:6][C:5]=2[CH3:10])[N:11]=1)[CH2:14][C:13]#[CH:12]. The yield is 0.320. (3) The reactants are C(OC(N1C(C(O)C(O)C)CNC2NC(N=CN(C)C)=NC(=O)C1=2)=O)(C)(C)C.[C:29]([N:36]1[CH2:43][CH2:42][CH2:41][C@H:37]1[C:38]([OH:40])=[O:39])([O:31]C(C)(C)C)=[O:30]. No catalyst specified. The product is [N:36]1([C:29]([OH:31])=[O:30])[CH2:43][CH2:42][CH2:41][CH:37]1[C:38]([OH:40])=[O:39]. The yield is 0.600.